This data is from Reaction yield outcomes from USPTO patents with 853,638 reactions. The task is: Predict the reaction yield, written as a fraction of the theoretical maximum amount of product (1.0 means a 100% yield; for example, 0.34 means a 34% yield). (1) The reactants are [O:1]=[C:2]1[NH:11][C:10]2[N:9]=[CH:8][CH:7]=[C:6]([O:12][C:13]3[CH:14]=[CH:15][C:16]4[O:20][C@@H:19]5[C@@H:21]([C:22]([O:24]CC)=[O:23])[C@@H:18]5[C:17]=4[CH:27]=3)[C:5]=2[CH2:4][CH2:3]1.[OH-].[Na+]. The catalyst is C1COCC1.CO. The product is [O:1]=[C:2]1[NH:11][C:10]2[N:9]=[CH:8][CH:7]=[C:6]([O:12][C:13]3[CH:14]=[CH:15][C:16]4[O:20][C@@H:19]5[C@@H:21]([C:22]([OH:24])=[O:23])[C@@H:18]5[C:17]=4[CH:27]=3)[C:5]=2[CH2:4][CH2:3]1. The yield is 0.693. (2) The reactants are [NH2:1][C:2]1[S:3][C:4]([N:12]2[CH2:17][CH2:16][O:15][CH2:14][CH2:13]2)=[C:5]([C:7]2[O:8][CH:9]=[CH:10][CH:11]=2)[N:6]=1.[C:18]([O:22][C:23]([N:25]1[CH2:30][CH2:29][CH:28]([C:31](O)=[O:32])[CH2:27][CH2:26]1)=[O:24])([CH3:21])([CH3:20])[CH3:19].C1CN([P+](ON2N=NC3C=CC=CC2=3)(N2CCCC2)N2CCCC2)CC1.F[P-](F)(F)(F)(F)F.C(N(CC)CC)C. The catalyst is CN(C=O)C.O. The product is [C:18]([O:22][C:23]([N:25]1[CH2:30][CH2:29][CH:28]([C:31]([NH:1][C:2]2[S:3][C:4]([N:12]3[CH2:13][CH2:14][O:15][CH2:16][CH2:17]3)=[C:5]([C:7]3[O:8][CH:9]=[CH:10][CH:11]=3)[N:6]=2)=[O:32])[CH2:27][CH2:26]1)=[O:24])([CH3:21])([CH3:20])[CH3:19]. The yield is 0.680. (3) The reactants are [CH2:1]([NH:8][C:9]([N:11]1[CH:16]2[C@H:17]([CH3:41])[N:18]([CH2:30][C:31]3[CH:32]=[CH:33][CH:34]=[C:35]4[C:40]=3[N:39]=[CH:38][CH:37]=[CH:36]4)[C:19](=[O:29])[C@H:20]([CH2:21][C:22]3[CH:27]=[CH:26][C:25]([OH:28])=[CH:24][CH:23]=3)[N:15]2[C:14](=[O:42])[CH2:13][N:12]1[CH3:43])=[O:10])[C:2]1[CH:7]=[CH:6][CH:5]=[CH:4][CH:3]=1.[CH3:44][O:45][CH2:46][CH2:47][CH2:48]O.C(P(CCCC)CCCC)CCC.N(C(N1CCCCC1)=O)=NC(N1CCCCC1)=O. The catalyst is C1COCC1.C(OCC)(=O)C. The product is [CH2:1]([NH:8][C:9]([N:11]1[CH:16]2[C@H:17]([CH3:41])[N:18]([CH2:30][C:31]3[CH:32]=[CH:33][CH:34]=[C:35]4[C:40]=3[N:39]=[CH:38][CH:37]=[CH:36]4)[C:19](=[O:29])[C@H:20]([CH2:21][C:22]3[CH:23]=[CH:24][C:25]([O:28][CH2:48][CH2:47][CH2:46][O:45][CH3:44])=[CH:26][CH:27]=3)[N:15]2[C:14](=[O:42])[CH2:13][N:12]1[CH3:43])=[O:10])[C:2]1[CH:3]=[CH:4][CH:5]=[CH:6][CH:7]=1. The yield is 0.950. (4) The reactants are [Cl:1][C:2]1[CH:10]=[C:9]2[C:5]([C:6]([C:11]([O:13][CH3:14])=[O:12])=[CH:7][NH:8]2)=[CH:4][C:3]=1B1OCC(C)(C)CO1.Br[C:24]1[CH:29]=[CH:28][C:27]([CH3:30])=[CH:26][CH:25]=1.C(=O)([O-])[O-].[K+].[K+].C(OCC)(=O)C. The catalyst is C1(C)C=CC=CC=1.C(O)C.C1C=CC(P(C2C=CC=CC=2)[C-]2C=CC=C2)=CC=1.C1C=CC(P(C2C=CC=CC=2)[C-]2C=CC=C2)=CC=1.Cl[Pd]Cl.[Fe+2]. The product is [Cl:1][C:2]1[CH:10]=[C:9]2[C:5]([C:6]([C:11]([O:13][CH3:14])=[O:12])=[CH:7][NH:8]2)=[CH:4][C:3]=1[C:24]1[CH:29]=[CH:28][C:27]([CH3:30])=[CH:26][CH:25]=1. The yield is 1.00. (5) The reactants are [CH3:1][O:2][C:3]1[CH:4]=[C:5]([NH:11][C:12]2[C:17]([C:18]3[NH:19][C:20]([NH:23][C:24]4[CH:29]=[CH:28][CH:27]=[C:26]([NH2:30])[CH:25]=4)=[N:21][N:22]=3)=[CH:16][CH:15]=[CH:14][N:13]=2)[CH:6]=[C:7]([O:9][CH3:10])[CH:8]=1.[O:31]1[C:35]2[CH:36]=[CH:37][C:38]([S:40](Cl)(=[O:42])=[O:41])=[CH:39][C:34]=2[CH2:33][CH2:32]1.C([O-])(O)=O.[Na+]. The catalyst is N1C=CC=CC=1. The product is [CH3:1][O:2][C:3]1[CH:4]=[C:5]([NH:11][C:12]2[C:17]([C:18]3[NH:19][C:20]([NH:23][C:24]4[CH:25]=[C:26]([NH:30][S:40]([C:38]5[CH:37]=[CH:36][C:35]6[O:31][CH2:32][CH2:33][C:34]=6[CH:39]=5)(=[O:41])=[O:42])[CH:27]=[CH:28][CH:29]=4)=[N:21][N:22]=3)=[CH:16][CH:15]=[CH:14][N:13]=2)[CH:6]=[C:7]([O:9][CH3:10])[CH:8]=1. The yield is 0.140. (6) The reactants are Br[C:2]1[O:6][C:5]([CH2:7][O:8][C:9]2[C:10]([F:19])=[C:11]([C:15]([F:18])=[CH:16][CH:17]=2)[C:12]([NH2:14])=[O:13])=[N:4][C:3]=1[C:20]1[CH:25]=[CH:24][C:23]([O:26][CH3:27])=[CH:22][CH:21]=1.O.[OH-].[Na+]. The catalyst is C(O)(=O)C.[Zn]. The product is [F:19][C:10]1[C:9]([O:8][CH2:7][C:5]2[O:6][CH:2]=[C:3]([C:20]3[CH:25]=[CH:24][C:23]([O:26][CH3:27])=[CH:22][CH:21]=3)[N:4]=2)=[CH:17][CH:16]=[C:15]([F:18])[C:11]=1[C:12]([NH2:14])=[O:13]. The yield is 0.400. (7) The reactants are O.Cl.[NH2:3][CH2:4][C:5]1[CH:10]=[CH:9][C:8]([S:11]([NH2:14])(=[O:13])=[O:12])=[CH:7][CH:6]=1.C(N(CC)CC)C.[C:22](OC(OC(O[C:22]([CH3:25])([CH3:24])[CH3:23])=O)=O)([CH3:25])([CH3:24])[CH3:23]. The catalyst is O1CCOCC1. The product is [C:22]([CH:4]([NH2:3])[C:5]1[CH:6]=[CH:7][C:8]([S:11]([NH2:14])(=[O:12])=[O:13])=[CH:9][CH:10]=1)([CH3:25])([CH3:24])[CH3:23]. The yield is 0.740. (8) The reactants are [C:1]([C:3]1[N:7]2[N:8]=[C:9]([C:12]3[CH:32]=[CH:31][C:15]([C:16]([N:18]4[CH2:23][CH2:22][N:21]([C:24]([O:26][C:27]([CH3:30])([CH3:29])[CH3:28])=[O:25])[CH2:20][CH2:19]4)=[O:17])=[CH:14][CH:13]=3)[CH:10]=[CH:11][C:6]2=[N:5][CH:4]=1)#[CH:2].Br[C:34]1[CH:42]=[CH:41][N:40]=[C:39]2[C:35]=1[CH:36]=[CH:37][NH:38]2. No catalyst specified. The product is [NH:38]1[C:39]2=[N:40][CH:41]=[CH:42][C:34]([C:2]#[C:1][C:3]3[N:7]4[N:8]=[C:9]([C:12]5[CH:13]=[CH:14][C:15]([C:16]([N:18]6[CH2:23][CH2:22][N:21]([C:24]([O:26][C:27]([CH3:28])([CH3:29])[CH3:30])=[O:25])[CH2:20][CH2:19]6)=[O:17])=[CH:31][CH:32]=5)[CH:10]=[CH:11][C:6]4=[N:5][CH:4]=3)=[C:35]2[CH:36]=[CH:37]1. The yield is 0.270. (9) The product is [Cl:1][CH2:2][C:3]1[O:5][N:6]=[C:7]([C:9]2[CH:14]=[C:13]([F:15])[CH:12]=[CH:11][C:10]=2[F:16])[N:8]=1. The catalyst is CN(C=O)C.C(OCC)(=O)C. The reactants are [Cl:1][CH2:2][C:3]([O:5][N:6]=[C:7]([C:9]1[CH:14]=[C:13]([F:15])[CH:12]=[CH:11][C:10]=1[F:16])[NH2:8])=O. The yield is 0.760. (10) The reactants are Br[C:2]1[N:7]=[C:6]([C:8]([CH3:12])([CH3:11])[C:9]#[N:10])[CH:5]=[CH:4][CH:3]=1.[OH-].[NH4+].C([O-])([O-])=O.[K+].[K+].C[N:22](C)CCN. The catalyst is [Cu-]=O.C(O)CO. The product is [NH2:22][C:2]1[N:7]=[C:6]([C:8]([CH3:12])([CH3:11])[C:9]#[N:10])[CH:5]=[CH:4][CH:3]=1. The yield is 0.894.